Dataset: Reaction yield outcomes from USPTO patents with 853,638 reactions. Task: Predict the reaction yield, written as a fraction of the theoretical maximum amount of product (1.0 means a 100% yield; for example, 0.34 means a 34% yield). (1) The reactants are [Br:1][C:2]1[CH:3]=[CH:4][C:5]2[O:9][C:8]([C:10]([OH:12])=O)=[C:7]([CH3:13])[C:6]=2[C:14]=1[O:15][CH3:16].C(Cl)(=O)C(Cl)=O.[CH3:23][O:24][C:25](=[O:47])[C@@H:26]([NH:30][S:31]([C:34]1[CH:39]=[CH:38][C:37]([C:40]2[CH:45]=[CH:44][C:43]([NH2:46])=[CH:42][CH:41]=2)=[CH:36][CH:35]=1)(=[O:33])=[O:32])[CH:27]([CH3:29])[CH3:28]. The catalyst is CN(C)C1C=CN=CC=1.ClCCl. The product is [CH3:23][O:24][C:25](=[O:47])[C@@H:26]([NH:30][S:31]([C:34]1[CH:39]=[CH:38][C:37]([C:40]2[CH:41]=[CH:42][C:43]([NH:46][C:10]([C:8]3[O:9][C:5]4[CH:4]=[CH:3][C:2]([Br:1])=[C:14]([O:15][CH3:16])[C:6]=4[C:7]=3[CH3:13])=[O:12])=[CH:44][CH:45]=2)=[CH:36][CH:35]=1)(=[O:33])=[O:32])[CH:27]([CH3:29])[CH3:28]. The yield is 0.230. (2) The catalyst is COCCOC.C1C=CC(P([C]2[CH][CH][CH][CH]2)C2C=CC=CC=2)=CC=1.C1C=CC(P([C]2[CH][CH][CH][CH]2)C2C=CC=CC=2)=CC=1.Cl[Pd]Cl.[Fe]. The yield is 0.720. The product is [C:45]([O:44][C:42]([N:39]1[CH2:38][CH:37]=[C:36]([C:2]2[CH:26]=[CH:25][C:5]3[C:6]4[N:10]([CH2:11][CH2:12][O:13][C:4]=3[CH:3]=2)[CH:9]=[C:8]([C:14]2[N:15]([CH:22]([CH3:24])[CH3:23])[N:16]=[C:17]([CH2:19][O:20][CH3:21])[N:18]=2)[N:7]=4)[CH2:41][CH2:40]1)=[O:43])([CH3:48])([CH3:46])[CH3:47]. The reactants are Br[C:2]1[CH:26]=[CH:25][C:5]2[C:6]3[N:10]([CH2:11][CH2:12][O:13][C:4]=2[CH:3]=1)[CH:9]=[C:8]([C:14]1[N:15]([CH:22]([CH3:24])[CH3:23])[N:16]=[C:17]([CH2:19][O:20][CH3:21])[N:18]=1)[N:7]=3.B1([C:36]2[CH2:41][CH2:40][N:39]([C:42]([O:44][C:45]([CH3:48])([CH3:47])[CH3:46])=[O:43])[CH2:38][CH:37]=2)OC(C)(C)C(C)(C)O1.C(=O)([O-])[O-].[Cs+].[Cs+].ClCCl.